This data is from Reaction yield outcomes from USPTO patents with 853,638 reactions. The task is: Predict the reaction yield, written as a fraction of the theoretical maximum amount of product (1.0 means a 100% yield; for example, 0.34 means a 34% yield). (1) The reactants are [CH3:1][C:2]1[CH:15]=[CH:14][CH:13]=[CH:12][C:3]=1[CH2:4][C@@H:5]1[NH:9][C:8](=[O:10])[NH:7][C:6]1=[O:11].C([O-])([O-])=O.[K+].[K+].Cl[CH2:23][C:24]1[CH:29]=[CH:28][C:27]([O:30][CH3:31])=[CH:26][CH:25]=1.O. The catalyst is CN(C=O)C. The product is [CH3:31][O:30][C:27]1[CH:28]=[CH:29][C:24]([CH2:23][N:7]2[C:6](=[O:11])[CH:5]([CH2:4][C:3]3[CH:12]=[CH:13][CH:14]=[CH:15][C:2]=3[CH3:1])[NH:9][C:8]2=[O:10])=[CH:25][CH:26]=1. The yield is 0.770. (2) No catalyst specified. The yield is 1.00. The product is [NH2:7][CH:8]1[CH2:13][CH2:12][N:11]([CH2:14][CH2:15][N:16]2[C:21]3[CH:22]=[C:23]([S:26]([CH3:29])(=[O:28])=[O:27])[CH:24]=[CH:25][C:20]=3[O:19][CH2:18][C:17]2=[O:31])[CH2:10][CH2:9]1. The reactants are C(OC(=O)[NH:7][CH:8]1[CH2:13][CH2:12][N:11]([CH2:14][CH2:15][N:16]2[C:21]3[CH:22]=[C:23]([S:26]([CH2:29]C)(=[O:28])=[O:27])[CH:24]=[CH:25][C:20]=3[O:19][CH2:18][C:17]2=[O:31])[CH2:10][CH2:9]1)(C)(C)C.NC1CCN(CCN2C3C(=CC=C(C#N)C=3)C=CC2=O)CC1. (3) The reactants are [F:1][C:2]1[CH:3]=[C:4]([C:10]2[C:11]([C:17]3[CH:22]=[CH:21][C:20]([O:23][CH3:24])=[CH:19][CH:18]=3)=[CH:12][C:13](=[O:16])[NH:14][N:15]=2)[CH:5]=[CH:6][C:7]=1[O:8][CH3:9].[CH2:25](Br)[C:26]1[CH:31]=[CH:30][CH:29]=[CH:28][CH:27]=1. No catalyst specified. The product is [CH2:25]([N:14]1[C:13](=[O:16])[CH:12]=[C:11]([C:17]2[CH:18]=[CH:19][C:20]([O:23][CH3:24])=[CH:21][CH:22]=2)[C:10]([C:4]2[CH:5]=[CH:6][C:7]([O:8][CH3:9])=[C:2]([F:1])[CH:3]=2)=[N:15]1)[C:26]1[CH:31]=[CH:30][CH:29]=[CH:28][CH:27]=1. The yield is 0.958. (4) The reactants are [NH2:1][C:2]1[N:7]=[C:6]([N:8]([CH3:15])[C:9]2[CH:14]=[CH:13][CH:12]=[CH:11][CH:10]=2)[N:5]=[C:4]([C:16]2[N:20]=[C:19]([C:21]3[S:25][C:24]([C:26](O)=[O:27])=[CH:23][CH:22]=3)[O:18][N:17]=2)[N:3]=1.C1N=C[N:31](C(N2C=NC=C2)=O)[CH:30]=1.CN. The catalyst is CN(C=O)C.C(Cl)Cl. The product is [CH3:30][NH:31][C:26]([C:24]1[S:25][C:21]([C:19]2[O:18][N:17]=[C:16]([C:4]3[N:3]=[C:2]([NH2:1])[N:7]=[C:6]([N:8]([CH3:15])[C:9]4[CH:14]=[CH:13][CH:12]=[CH:11][CH:10]=4)[N:5]=3)[N:20]=2)=[CH:22][CH:23]=1)=[O:27]. The yield is 0.0800. (5) The reactants are [H-].[Na+].[C:3]([N:22]1[CH:27]=[CH:26][C:25](=[O:28])[NH:24][C:23]1=[O:29])([C:16]1[CH:21]=[CH:20][CH:19]=[CH:18][CH:17]=1)([C:10]1[CH:15]=[CH:14][CH:13]=[CH:12][CH:11]=1)[C:4]1[CH:9]=[CH:8][CH:7]=[CH:6][CH:5]=1.[CH:30]([C:33]1[CH:38]=[C:37]([CH:39]([CH3:41])[CH3:40])[CH:36]=[C:35]([CH:42]([CH3:44])[CH3:43])[C:34]=1[S:45](Cl)(=[O:47])=[O:46])([CH3:32])[CH3:31].[Cl-].[NH4+]. The catalyst is C1COCC1.CCOC(C)=O. The product is [CH:30]([C:33]1[CH:38]=[C:37]([CH:39]([CH3:40])[CH3:41])[CH:36]=[C:35]([CH:42]([CH3:44])[CH3:43])[C:34]=1[S:45]([O:28][C:25]1[CH:26]=[CH:27][N:22]([C:3]([C:16]2[CH:21]=[CH:20][CH:19]=[CH:18][CH:17]=2)([C:4]2[CH:9]=[CH:8][CH:7]=[CH:6][CH:5]=2)[C:10]2[CH:11]=[CH:12][CH:13]=[CH:14][CH:15]=2)[C:23](=[O:29])[N:24]=1)(=[O:47])=[O:46])([CH3:31])[CH3:32]. The yield is 0.520.